This data is from Experimentally validated miRNA-target interactions with 360,000+ pairs, plus equal number of negative samples. The task is: Binary Classification. Given a miRNA mature sequence and a target amino acid sequence, predict their likelihood of interaction. The miRNA is hsa-miR-3672 with sequence AUGAGACUCAUGUAAAACAUCUU. The protein sequence of the target gene is MRPEPGGCCCRRTVRANGCVANGEVRNGYVRSSAAAAAAAAAGQIHHVTQNGGLYKRPFNEAFEETPMLVAVLTYVGYGVLTLFGYLRDFLRYWRIEKCHHATEREEQKDFVSLYQDFENFYTRNLYMRIRDNWNRPICSVPGARVDIMERQSHDYNWSFKYTGNIIKGVINMGSYNYLGFARNTGSCQEAAAKVLEEYGAGVCSTRQEIGNLDKHEELEELVARFLGVEAAMAYGMGFATNSMNIPALVGKGCLILSDELNHASLVLGARLSGATIRIFKHNNMQSLEKLLKDAIVYGQ.... Result: 1 (interaction).